From a dataset of Peptide-MHC class I binding affinity with 185,985 pairs from IEDB/IMGT. Regression. Given a peptide amino acid sequence and an MHC pseudo amino acid sequence, predict their binding affinity value. This is MHC class I binding data. (1) The peptide sequence is RLIVYPDLGV. The MHC is HLA-A02:06 with pseudo-sequence HLA-A02:06. The binding affinity (normalized) is 0.551. (2) The peptide sequence is KTPGNTDAF. The MHC is Mamu-A01 with pseudo-sequence Mamu-A01. The binding affinity (normalized) is 1.00. (3) The peptide sequence is FHPRHYATV. The MHC is Mamu-B17 with pseudo-sequence Mamu-B17. The binding affinity (normalized) is 0.259. (4) The peptide sequence is GRRPLKNRK. The MHC is HLA-A26:02 with pseudo-sequence HLA-A26:02. The binding affinity (normalized) is 0.0847. (5) The MHC is HLA-B15:03 with pseudo-sequence HLA-B15:03. The binding affinity (normalized) is 0.980. The peptide sequence is FKFNSQVSI. (6) The peptide sequence is ETENILTVLL. The MHC is HLA-A26:01 with pseudo-sequence HLA-A26:01. The binding affinity (normalized) is 0.104. (7) The peptide sequence is YYAVVPLVY. The MHC is HLA-B58:01 with pseudo-sequence HLA-B58:01. The binding affinity (normalized) is 0.304.